Dataset: Catalyst prediction with 721,799 reactions and 888 catalyst types from USPTO. Task: Predict which catalyst facilitates the given reaction. Reactant: [CH:1]1([CH2:4][N:5]([CH2:16][CH2:17][CH3:18])[C:6]2[C:11]([CH2:12][OH:13])=[CH:10][N:9]=[C:8]([S:14][CH3:15])[N:7]=2)[CH2:3][CH2:2]1. Product: [CH:1]1([CH2:4][N:5]([CH2:16][CH2:17][CH3:18])[C:6]2[C:11]([CH:12]=[O:13])=[CH:10][N:9]=[C:8]([S:14][CH3:15])[N:7]=2)[CH2:2][CH2:3]1. The catalyst class is: 428.